This data is from Peptide-MHC class II binding affinity with 134,281 pairs from IEDB. The task is: Regression. Given a peptide amino acid sequence and an MHC pseudo amino acid sequence, predict their binding affinity value. This is MHC class II binding data. The peptide sequence is GPKEPFRDYVDRFYKTLR. The MHC is DRB5_0101 with pseudo-sequence DRB5_0101. The binding affinity (normalized) is 0.283.